Task: Predict the product of the given reaction.. Dataset: Forward reaction prediction with 1.9M reactions from USPTO patents (1976-2016) Given the reactants [F:1][C:2]1([F:56])[CH2:7][CH2:6][CH:5]([C:8]2[C:17]3[CH:16]([O:18][CH2:19][C:20]4[CH:25]=[CH:24][C:23]([O:26][CH3:27])=[CH:22][CH:21]=4)[CH2:15][C:14]([CH3:29])([CH3:28])[CH2:13][C:12]=3[N:11]=[C:10]([CH:30]3[CH2:35][CH2:34][N:33]([C:36]4[N:41]=[CH:40][C:39]([CH2:42][OH:43])=[CH:38][N:37]=4)[CH2:32][CH2:31]3)[C:9]=2[CH:44]([F:55])[C:45]2[CH:50]=[CH:49][C:48]([C:51]([F:54])([F:53])[F:52])=[CH:47][CH:46]=2)[CH2:4][CH2:3]1, predict the reaction product. The product is: [F:56][C:2]1([F:1])[CH2:7][CH2:6][CH:5]([C:8]2[C:17]3[CH:16]([O:18][CH2:19][C:20]4[CH:21]=[CH:22][C:23]([O:26][CH3:27])=[CH:24][CH:25]=4)[CH2:15][C:14]([CH3:28])([CH3:29])[CH2:13][C:12]=3[N:11]=[C:10]([CH:30]3[CH2:31][CH2:32][N:33]([C:36]4[N:41]=[CH:40][C:39]([CH2:42][O:43][CH2:4][CH:5]([CH3:8])[CH3:6])=[CH:38][N:37]=4)[CH2:34][CH2:35]3)[C:9]=2[CH:44]([F:55])[C:45]2[CH:46]=[CH:47][C:48]([C:51]([F:53])([F:52])[F:54])=[CH:49][CH:50]=2)[CH2:4][CH2:3]1.